Task: Predict the reactants needed to synthesize the given product.. Dataset: Full USPTO retrosynthesis dataset with 1.9M reactions from patents (1976-2016) (1) The reactants are: [F:1][C:2]1[CH:3]=[C:4]2[C:8](=[CH:9][CH:10]=1)[N:7]([CH2:11][C:12]1[CH:17]=[CH:16][CH:15]=[C:14]([F:18])[CH:13]=1)[C:6]([C:19](O)=[O:20])=[CH:5]2.[CH3:22][O:23][C:24]1[C:29]([NH2:30])=[CH:28][N:27]=[C:26]([N:31]2[CH2:35][CH2:34][CH2:33][CH2:32]2)[CH:25]=1. Given the product [CH3:22][O:23][C:24]1[CH:25]=[C:26]([N:31]2[CH2:32][CH2:33][CH2:34][CH2:35]2)[N:27]=[CH:28][C:29]=1[NH:30][C:19]([C:6]1[N:7]([CH2:11][C:12]2[CH:17]=[CH:16][CH:15]=[C:14]([F:18])[CH:13]=2)[C:8]2[C:4]([CH:5]=1)=[CH:3][C:2]([F:1])=[CH:10][CH:9]=2)=[O:20], predict the reactants needed to synthesize it. (2) The reactants are: [Cl:1][C:2]1[N:3]=[C:4]([N:19]2[CH2:24][CH2:23][O:22][CH2:21][CH2:20]2)[C:5]2[N:11]=[C:10]([CH2:12]P(=O)(OC)OC)[CH:9]=[CH:8][C:6]=2[N:7]=1.C([N-]C(C)C)(C)C.[Li+].[C:33]([N:40]1[CH2:45][CH2:44][C:43](=O)[CH2:42][CH2:41]1)([O:35][C:36]([CH3:39])([CH3:38])[CH3:37])=[O:34]. Given the product [Cl:1][C:2]1[N:3]=[C:4]([N:19]2[CH2:20][CH2:21][O:22][CH2:23][CH2:24]2)[C:5]2[N:11]=[C:10]([CH:12]=[C:43]3[CH2:44][CH2:45][N:40]([C:33]([O:35][C:36]([CH3:39])([CH3:38])[CH3:37])=[O:34])[CH2:41][CH2:42]3)[CH:9]=[CH:8][C:6]=2[N:7]=1, predict the reactants needed to synthesize it. (3) Given the product [Br:1][C:2]1[CH:7]=[CH:6][N:5]=[C:4]([CH2:8][C:9]([C:11]2[CH:16]=[CH:15][C:14]([O:17][CH3:18])=[CH:13][CH:12]=2)=[N:20][OH:21])[CH:3]=1, predict the reactants needed to synthesize it. The reactants are: [Br:1][C:2]1[CH:7]=[CH:6][N:5]=[C:4]([CH2:8][C:9]([C:11]2[CH:16]=[CH:15][C:14]([O:17][CH3:18])=[CH:13][CH:12]=2)=O)[CH:3]=1.Cl.[NH2:20][OH:21].[OH-].[Na+]. (4) Given the product [F:9][C:8]([F:11])([F:10])[C:6]1[CH:7]=[C:2]2[C:3]([CH:12]=[CH:13][C:14]([OH:16])=[N:1]2)=[CH:4][CH:5]=1, predict the reactants needed to synthesize it. The reactants are: [NH2:1][C:2]1[CH:7]=[C:6]([C:8]([F:11])([F:10])[F:9])[CH:5]=[CH:4][C:3]=1/[CH:12]=[CH:13]/[C:14]([O:16]C)=O.Cl.C1COCC1. (5) Given the product [F:23][C:24]1[CH:25]=[C:26]([CH:27]=[CH:28][C:29]=1[F:30])[CH2:2][C:3]1[S:4][C:5]2[CH:11]=[CH:10][CH:9]=[C:8]([C:12]3[CH:13]=[C:14]([CH:20]=[CH:21][CH:22]=3)[C:15]([O:17][CH2:18][CH3:19])=[O:16])[C:6]=2[CH:7]=1, predict the reactants needed to synthesize it. The reactants are: Br[CH2:2][C:3]1[S:4][C:5]2[CH:11]=[CH:10][CH:9]=[C:8]([C:12]3[CH:13]=[C:14]([CH:20]=[CH:21][CH:22]=3)[C:15]([O:17][CH2:18][CH3:19])=[O:16])[C:6]=2[CH:7]=1.[F:23][C:24]1[CH:25]=[C:26](B(O)O)[CH:27]=[CH:28][C:29]=1[F:30]. (6) Given the product [OH:41][N:40]=[C:8]([C:6]1[CH:5]=[CH:4][N:3]=[C:2]([CH3:1])[CH:7]=1)[CH2:9][C@@H:10]([C:18]1[CH:19]=[CH:20][C:21]([C:24]2[CH:25]=[CH:26][C:27]([C:30]([NH:32][C@@H:33]([CH3:37])[C:34]([OH:36])=[O:35])=[O:31])=[CH:28][CH:29]=2)=[CH:22][CH:23]=1)[C:11]1[CH:16]=[CH:15][CH:14]=[CH:13][C:12]=1[CH3:17], predict the reactants needed to synthesize it. The reactants are: [CH3:1][C:2]1[CH:7]=[C:6]([C:8](=O)[CH2:9][C@@H:10]([C:18]2[CH:23]=[CH:22][C:21]([C:24]3[CH:29]=[CH:28][C:27]([C:30]([NH:32][C@@H:33]([CH3:37])[C:34]([OH:36])=[O:35])=[O:31])=[CH:26][CH:25]=3)=[CH:20][CH:19]=2)[C:11]2[CH:16]=[CH:15][CH:14]=[CH:13][C:12]=2[CH3:17])[CH:5]=[CH:4][N:3]=1.Cl.[NH2:40][OH:41].C([O-])(O)=O.[Na+]. (7) The reactants are: [Si:1]([O:8][C@H:9]1[C@@H:13]([O:14][Si:15]([C:18]([CH3:21])([CH3:20])[CH3:19])([CH3:17])[CH3:16])[C@H:12]([N:22]2[CH:27]=[CH:26][C:25](=[O:28])[N:24]([CH2:29][C:30]3[CH:35]=[CH:34][C:33]([O:36][CH3:37])=[CH:32][CH:31]=3)[C:23]2=[O:38])[O:11][CH:10]1[C@H:39]([OH:72])[C@@H:40]([C:65]([O:67][C:68]([CH3:71])([CH3:70])[CH3:69])=[O:66])[NH:41][CH2:42][CH2:43][CH2:44][NH:45][C:46](=[O:64])[C@H:47]([C@@H:59]([OH:63])[CH:60]([CH3:62])[CH3:61])[NH:48]C(=O)OCC1C=CC=CC=1)([C:4]([CH3:7])([CH3:6])[CH3:5])([CH3:3])[CH3:2]. Given the product [NH2:48][C@@H:47]([C@@H:59]([OH:63])[CH:60]([CH3:61])[CH3:62])[C:46]([NH:45][CH2:44][CH2:43][CH2:42][NH:41][C@@H:40]([C@H:39]([CH:10]1[C@@H:9]([O:8][Si:1]([C:4]([CH3:5])([CH3:6])[CH3:7])([CH3:2])[CH3:3])[C@@H:13]([O:14][Si:15]([C:18]([CH3:19])([CH3:20])[CH3:21])([CH3:16])[CH3:17])[C@H:12]([N:22]2[CH:27]=[CH:26][C:25](=[O:28])[N:24]([CH2:29][C:30]3[CH:35]=[CH:34][C:33]([O:36][CH3:37])=[CH:32][CH:31]=3)[C:23]2=[O:38])[O:11]1)[OH:72])[C:65]([O:67][C:68]([CH3:70])([CH3:71])[CH3:69])=[O:66])=[O:64], predict the reactants needed to synthesize it. (8) Given the product [F:1][C:2]1[CH:3]=[C:4]2[C:8](=[CH:9][CH:10]=1)[C:7]([C:15]1[C:23]3[C:18](=[C:19]([NH:24][S:25]([CH3:28])(=[O:27])=[O:26])[CH:20]=[CH:21][CH:22]=3)[NH:17][CH:16]=1)([CH2:11][CH2:12][CH2:13][NH:30][CH3:29])[CH2:6][CH2:5]2, predict the reactants needed to synthesize it. The reactants are: [F:1][C:2]1[CH:3]=[C:4]2[C:8](=[CH:9][CH:10]=1)[C:7]([C:15]1[C:23]3[C:18](=[C:19]([NH:24][S:25]([CH3:28])(=[O:27])=[O:26])[CH:20]=[CH:21][CH:22]=3)[NH:17][CH:16]=1)([CH2:11][CH2:12][CH2:13]I)[CH2:6][CH2:5]2.[CH3:29][NH2:30]. (9) Given the product [F:20][C:21]1[C:22]([CH2:27][O:28][C:2]2[CH:11]=[C:10]([C:12]3[CH:13]=[N:14][C:15]([O:18][CH3:19])=[N:16][CH:17]=3)[C:9]3[CH2:8][CH2:7][CH2:6][CH2:5][C:4]=3[N:3]=2)=[N:23][CH:24]=[CH:25][CH:26]=1, predict the reactants needed to synthesize it. The reactants are: Cl[C:2]1[CH:11]=[C:10]([C:12]2[CH:13]=[N:14][C:15]([O:18][CH3:19])=[N:16][CH:17]=2)[C:9]2[CH2:8][CH2:7][CH2:6][CH2:5][C:4]=2[N:3]=1.[F:20][C:21]1[C:22]([CH2:27][OH:28])=[N:23][CH:24]=[CH:25][CH:26]=1. (10) Given the product [F:1][C:2]1[CH:31]=[CH:30][CH:29]=[C:28]([F:32])[C:3]=1[C:4]([NH:6][C:7]1[S:8][C:9]([C:18]2[CH:23]=[CH:22][CH:21]=[C:20]([C:24]([F:27])([F:25])[F:26])[CH:19]=2)=[C:10]([C:12](=[O:13])[CH2:37][CH3:38])[N:11]=1)=[O:5], predict the reactants needed to synthesize it. The reactants are: [F:1][C:2]1[CH:31]=[CH:30][CH:29]=[C:28]([F:32])[C:3]=1[C:4]([NH:6][C:7]1[S:8][C:9]([C:18]2[CH:23]=[CH:22][CH:21]=[C:20]([C:24]([F:27])([F:26])[F:25])[CH:19]=2)=[C:10]([C:12](N(OC)C)=[O:13])[N:11]=1)=[O:5].C[Mg+].[Br-].O.[CH2:37]1COC[CH2:38]1.